This data is from Full USPTO retrosynthesis dataset with 1.9M reactions from patents (1976-2016). The task is: Predict the reactants needed to synthesize the given product. (1) Given the product [CH3:1][O:2][CH2:3][CH2:4][O:5][C:6]1[CH:12]=[CH:11][C:9]([NH2:10])=[C:8]([N+:20]([O-:22])=[O:21])[CH:7]=1, predict the reactants needed to synthesize it. The reactants are: [CH3:1][O:2][CH2:3][CH2:4][O:5][C:6]1[CH:12]=[CH:11][C:9]([NH2:10])=[CH:8][CH:7]=1.C(OC(=O)C)(=O)C.[N+:20]([O-])([OH:22])=[O:21]. (2) Given the product [CH3:1][O:2][CH2:3][C:4]#[C:5][C:6]1[S:10][C:9]([C:11]2[CH:16]=[CH:15][CH:14]=[CH:13][CH:12]=2)=[N:8][C:7]=1[C:17]([OH:19])=[O:18], predict the reactants needed to synthesize it. The reactants are: [CH3:1][O:2][CH2:3][C:4]#[C:5][C:6]1[S:10][C:9]([C:11]2[CH:16]=[CH:15][CH:14]=[CH:13][CH:12]=2)=[N:8][C:7]=1[C:17]([O:19]CC)=[O:18].[Li+].[OH-].Cl. (3) Given the product [CH3:1][Si:2]([CH3:17])([CH3:16])[C:3]1[CH:4]=[CH:5][C:6]([C@@H:9]2[CH2:14][CH2:13][O:12][CH2:11][C@H:10]2[NH:15][S:32]([CH:30]([CH3:31])[CH3:29])(=[O:34])=[O:33])=[CH:7][CH:8]=1, predict the reactants needed to synthesize it. The reactants are: [CH3:1][Si:2]([CH3:17])([CH3:16])[C:3]1[CH:8]=[CH:7][C:6]([C@@H:9]2[CH2:14][CH2:13][O:12][CH2:11][C@H:10]2[NH2:15])=[CH:5][CH:4]=1.N12CCCN=C1CCCCC2.[CH3:29][CH:30]([S:32](Cl)(=[O:34])=[O:33])[CH3:31]. (4) Given the product [O:8]=[C:6]1[NH:7][C@@H:3]([CH2:2][O:1][S:17]([CH3:16])(=[O:19])=[O:18])[CH2:4][CH2:5]1, predict the reactants needed to synthesize it. The reactants are: [OH:1][CH2:2][C@@H:3]1[NH:7][C:6](=[O:8])[CH2:5][CH2:4]1.CCN(CC)CC.[CH3:16][S:17](Cl)(=[O:19])=[O:18]. (5) The reactants are: C1C=CC(P(C2C(C3C(P(C4C=CC=CC=4)C4C=CC=CC=4)=CC=C4C=3C=CC=C4)=C3C(C=CC=C3)=CC=2)C2C=CC=CC=2)=CC=1.Br[C:48]1[CH:49]=[C:50]([C:58]([NH:60][C:61]2[CH:62]=[C:63](/[CH:68]=[CH:69]/[C:70]([O:72]CC)=[O:71])[CH:64]=[CH:65][C:66]=2[F:67])=[O:59])[C:51]2[C:56]([CH:57]=1)=[CH:55][CH:54]=[CH:53][CH:52]=2.[NH:75]1[CH2:80][CH2:79][CH2:78][CH2:77][CH2:76]1.CC(C)([O-])C.[K+]. Given the product [F:67][C:66]1[CH:65]=[CH:64][C:63](/[CH:68]=[CH:69]/[C:70]([OH:72])=[O:71])=[CH:62][C:61]=1[NH:60][C:58]([C:50]1[C:51]2[C:56](=[CH:55][CH:54]=[CH:53][CH:52]=2)[CH:57]=[C:48]([N:75]2[CH2:80][CH2:79][CH2:78][CH2:77][CH2:76]2)[CH:49]=1)=[O:59], predict the reactants needed to synthesize it.